From a dataset of Forward reaction prediction with 1.9M reactions from USPTO patents (1976-2016). Predict the product of the given reaction. (1) Given the reactants OCCCCCCCCN[C:11]([C:13]1[CH:14]=[C:15]([S:19]([C:22]2[CH:23]=[C:24]3[C:29](=[C:30]([CH3:32])[CH:31]=2)[N:28]=[CH:27][C:26]([C:33]([NH2:35])=[O:34])=[C:25]3[NH:36][C:37]2[CH:42]=[CH:41][CH:40]=[C:39]([O:43][CH3:44])[CH:38]=2)(=[O:21])=[O:20])[CH:16]=[CH:17][CH:18]=1)=[O:12].[Si:45]([O:52][CH2:53][CH2:54][CH2:55][CH2:56][CH2:57][CH2:58][O:59][CH:60]1[CH2:65][CH2:64][NH:63][CH2:62][CH2:61]1)([C:48]([CH3:51])([CH3:50])[CH3:49])([CH3:47])[CH3:46], predict the reaction product. The product is: [Si:45]([O:52][CH2:53][CH2:54][CH2:55][CH2:56][CH2:57][CH2:58][O:59][CH:60]1[CH2:65][CH2:64][N:63]([C:11]([C:13]2[CH:14]=[C:15]([S:19]([C:22]3[CH:23]=[C:24]4[C:29](=[C:30]([CH3:32])[CH:31]=3)[N:28]=[CH:27][C:26]([C:33]([NH2:35])=[O:34])=[C:25]4[NH:36][C:37]3[CH:42]=[CH:41][CH:40]=[C:39]([O:43][CH3:44])[CH:38]=3)(=[O:20])=[O:21])[CH:16]=[CH:17][CH:18]=2)=[O:12])[CH2:62][CH2:61]1)([C:48]([CH3:51])([CH3:50])[CH3:49])([CH3:47])[CH3:46]. (2) Given the reactants [C:1]([C:3]1[CH:4]=[C:5]([CH:7]=[CH:8][CH:9]=1)[NH2:6])#[CH:2].Br.Br[CH:12]([C:14]1[CH:15]=[C:16]([C:31]([N:33]([CH3:35])[CH3:34])=[O:32])[CH:17]=[C:18]2[C:23]=1[O:22][C:21]([N:24]1[CH2:29][CH2:28][O:27][CH2:26][CH2:25]1)=[CH:20][C:19]2=[O:30])[CH3:13], predict the reaction product. The product is: [C:1]([C:3]1[CH:4]=[C:5]([NH:6][CH:12]([C:14]2[CH:15]=[C:16]([C:31]([N:33]([CH3:35])[CH3:34])=[O:32])[CH:17]=[C:18]3[C:23]=2[O:22][C:21]([N:24]2[CH2:29][CH2:28][O:27][CH2:26][CH2:25]2)=[CH:20][C:19]3=[O:30])[CH3:13])[CH:7]=[CH:8][CH:9]=1)#[CH:2].